This data is from Full USPTO retrosynthesis dataset with 1.9M reactions from patents (1976-2016). The task is: Predict the reactants needed to synthesize the given product. (1) Given the product [F:29][C:30]([F:35])([F:34])[C:31]([O-:33])=[O:32].[F:1][C:2]1[C:3]([C:25]([NH:27][CH3:28])=[O:26])=[CH:4][C:5]2[NH:9][C:8](=[O:10])[N:7]([CH:11]3[CH2:12][CH2:13][NH2+:14][CH2:15][CH2:16]3)[C:6]=2[CH:24]=1, predict the reactants needed to synthesize it. The reactants are: [F:1][C:2]1[C:3]([C:25]([NH:27][CH3:28])=[O:26])=[CH:4][C:5]2[NH:9][C:8](=[O:10])[N:7]([CH:11]3[CH2:16][CH2:15][N:14](C(OC(C)(C)C)=O)[CH2:13][CH2:12]3)[C:6]=2[CH:24]=1.[F:29][C:30]([F:35])([F:34])[C:31]([OH:33])=[O:32]. (2) Given the product [CH2:5]([O:4][C:2]([N:15]([CH2:16][CH:17]=[CH2:18])[CH2:12][CH:13]=[CH2:14])=[O:3])[C:6]1[CH:11]=[CH:10][CH:9]=[CH:8][CH:7]=1, predict the reactants needed to synthesize it. The reactants are: Cl[C:2]([O:4][CH2:5][C:6]1[CH:11]=[CH:10][CH:9]=[CH:8][CH:7]=1)=[O:3].[CH2:12]([NH:15][CH2:16][CH:17]=[CH2:18])[CH:13]=[CH2:14].C(N(CC)CC)C. (3) The reactants are: [N:1]1([CH2:6][CH2:7][NH:8][C:9]2[N:14]=[C:13]([C:15]3[S:19][C:18]4[C:20](B5OC(C)(C)C(C)(C)O5)=[CH:21][CH:22]=[CH:23][C:17]=4[CH:16]=3)[C:12]([F:33])=[CH:11][N:10]=2)[CH:5]=[CH:4][N:3]=[N:2]1.Br[C:35]1[CH:36]=[C:37]([F:44])[CH:38]=[C:39]2[C:43]=1[NH:42][CH:41]=[CH:40]2.O.O.O.O.O.O.O.O.[OH-].[Ba+2].[OH-].C(=O)([O-])[O-].[Na+].[Na+].C(=O)([O-])[O-].[K+].[K+].[F-].[Cs+]. Given the product [N:1]1([CH2:6][CH2:7][NH:8][C:9]2[N:14]=[C:13]([C:15]3[S:19][C:18]4[C:20]([C:35]5[CH:36]=[C:37]([F:44])[CH:38]=[C:39]6[C:43]=5[NH:42][CH:41]=[CH:40]6)=[CH:21][CH:22]=[CH:23][C:17]=4[CH:16]=3)[C:12]([F:33])=[CH:11][N:10]=2)[CH:5]=[CH:4][N:3]=[N:2]1, predict the reactants needed to synthesize it. (4) The reactants are: [Br:1][C:2]1[CH:10]=[CH:9][CH:8]=[CH:7][C:3]=1[C:4]([OH:6])=[O:5].C(O)(=O)C.C(O)(=O)C.[I:19]C1C=CC=CC=1.II. Given the product [Br:1][C:2]1[CH:10]=[CH:9][CH:8]=[C:7]([I:19])[C:3]=1[C:4]([OH:6])=[O:5], predict the reactants needed to synthesize it.